Dataset: Forward reaction prediction with 1.9M reactions from USPTO patents (1976-2016). Task: Predict the product of the given reaction. (1) The product is: [NH2:1][C:2]1[N:7]=[CH:6][N:5]=[C:4]2[N:8]([CH:12]([C:14]3[C:15]([O:27][CH3:28])=[C:16]([CH:23]4[CH2:24][N:25]([C:37]([O:39][CH3:40])=[O:38])[CH2:26]4)[C:17]([C:18]#[N:19])=[C:20]([Cl:22])[CH:21]=3)[CH3:13])[N:9]=[C:10]([CH3:11])[C:3]=12. Given the reactants [NH2:1][C:2]1[N:7]=[CH:6][N:5]=[C:4]2[N:8]([CH:12]([C:14]3[CH:21]=[C:20]([Cl:22])[C:17]([C:18]#[N:19])=[C:16]([CH:23]4[CH2:26][NH:25][CH2:24]4)[C:15]=3[O:27][CH3:28])[CH3:13])[N:9]=[C:10]([CH3:11])[C:3]=12.C(N(CC)CC)C.Cl[C:37]([O:39][CH3:40])=[O:38], predict the reaction product. (2) The product is: [CH3:1][O:2][C:3]1[CH:14]=[C:6]2[N:7]=[CH:8][C:9]([NH2:11])=[CH:10][N:5]2[N:4]=1. Given the reactants [CH3:1][O:2][C:3]1[CH:14]=[C:6]2[N:7]=[CH:8][C:9]([N+:11]([O-])=O)=[CH:10][N:5]2[N:4]=1, predict the reaction product.